Dataset: Catalyst prediction with 721,799 reactions and 888 catalyst types from USPTO. Task: Predict which catalyst facilitates the given reaction. (1) Reactant: [CH:1]1([S:4]([C:7]2[CH:12]=[CH:11][C:10]([CH:13]([C:21]3[NH:25][C:24]([C:26]4[N:31]=[CH:30][C:29]([CH:32]=O)=[CH:28][CH:27]=4)=[CH:23][CH:22]=3)[CH2:14][CH:15]3[CH2:20][CH2:19][O:18][CH2:17][CH2:16]3)=[CH:9][CH:8]=2)(=[O:6])=[O:5])[CH2:3][CH2:2]1.[C:34]([N:37]1[CH2:42][CH2:41][NH:40][C@@H:39]([CH3:43])[CH2:38]1)(=[O:36])[CH3:35].C(O[BH-](OC(=O)C)OC(=O)C)(=O)C.[Na+]. Product: [C:34]([N:37]1[CH2:42][CH2:41][N:40]([CH2:32][C:29]2[CH:30]=[N:31][C:26]([C:24]3[NH:25][C:21]([CH:13]([C:10]4[CH:9]=[CH:8][C:7]([S:4]([CH:1]5[CH2:3][CH2:2]5)(=[O:6])=[O:5])=[CH:12][CH:11]=4)[CH2:14][CH:15]4[CH2:16][CH2:17][O:18][CH2:19][CH2:20]4)=[CH:22][CH:23]=3)=[CH:27][CH:28]=2)[C@@H:39]([CH3:43])[CH2:38]1)(=[O:36])[CH3:35]. The catalyst class is: 756. (2) Reactant: [CH3:1][C:2]([CH3:28])([CH2:6][C:7]1[CH:12]=[CH:11][C:10]([O:13][CH2:14][CH2:15][C:16]2[N:17]=[C:18]([C:22]3[CH:27]=[CH:26][CH:25]=[CH:24][CH:23]=3)[O:19][C:20]=2[CH3:21])=[CH:9][CH:8]=1)[C:3](O)=[O:4].C(Cl)CCl.[CH3:33][S:34]([NH2:37])(=[O:36])=[O:35]. Product: [CH3:1][C:2]([CH3:28])([CH2:6][C:7]1[CH:12]=[CH:11][C:10]([O:13][CH2:14][CH2:15][C:16]2[N:17]=[C:18]([C:22]3[CH:27]=[CH:26][CH:25]=[CH:24][CH:23]=3)[O:19][C:20]=2[CH3:21])=[CH:9][CH:8]=1)[C:3]([NH:37][S:34]([CH3:33])(=[O:36])=[O:35])=[O:4]. The catalyst class is: 79. (3) Reactant: [NH:1]1[CH2:11][CH2:10][CH:4]([C:5]([O:7][CH2:8][CH3:9])=[O:6])[CH2:3][CH2:2]1.C(N(CC)CC)C.[C:19]([O:23][C:24](O[C:24]([O:23][C:19]([CH3:22])([CH3:21])[CH3:20])=[O:25])=[O:25])([CH3:22])([CH3:21])[CH3:20]. Product: [C:24]([N:1]1[CH2:2][CH2:3][CH:4]([C:5]([O:7][CH2:8][CH3:9])=[O:6])[CH2:10][CH2:11]1)([O:23][C:19]([CH3:22])([CH3:21])[CH3:20])=[O:25]. The catalyst class is: 527.